Predict the reactants needed to synthesize the given product. From a dataset of Full USPTO retrosynthesis dataset with 1.9M reactions from patents (1976-2016). (1) Given the product [Br:13][C:10]1[C:3]([O:2][CH3:1])=[C:4]([C:7]([O:11][CH3:12])=[CH:8][CH:9]=1)[C:5]#[N:6], predict the reactants needed to synthesize it. The reactants are: [CH3:1][O:2][C:3]1[CH:10]=[CH:9][CH:8]=[C:7]([O:11][CH3:12])[C:4]=1[C:5]#[N:6].[Br:13]Br. (2) The reactants are: [Cl:1][C:2]1[CH:7]=[CH:6][C:5]([C:8]2[C:14]3[CH:15]=[C:16]([O:19][CH3:20])[CH:17]=[CH:18][C:13]=3[N:12]3[C:21]([CH3:24])=[N:22][N:23]=[C:11]3[C@H:10]([CH2:25][C:26]([OH:28])=O)[N:9]=2)=[CH:4][CH:3]=1.[NH2:29][CH2:30][CH2:31][N:32]([CH3:40])[C:33](=[O:39])[O:34][C:35]([CH3:38])([CH3:37])[CH3:36].CN(C(ON1N=NC2C=CC=NC1=2)=[N+](C)C)C.F[P-](F)(F)(F)(F)F.CCN(C(C)C)C(C)C. Given the product [Cl:1][C:2]1[CH:3]=[CH:4][C:5]([C:8]2[C:14]3[CH:15]=[C:16]([O:19][CH3:20])[CH:17]=[CH:18][C:13]=3[N:12]3[C:21]([CH3:24])=[N:22][N:23]=[C:11]3[C@H:10]([CH2:25][C:26]([NH:29][CH2:30][CH2:31][N:32]([CH3:40])[C:33](=[O:39])[O:34][C:35]([CH3:36])([CH3:37])[CH3:38])=[O:28])[N:9]=2)=[CH:6][CH:7]=1, predict the reactants needed to synthesize it. (3) The reactants are: [N:1]1[C:2]([C:10]([O-:12])=O)=[CH:3][N:4]2[CH:9]=[CH:8][CH:7]=[CH:6][C:5]=12.[Na+].[C:14]([C:18]1[CH:28]=[CH:27][CH:26]=[CH:25][C:19]=1[O:20][CH:21]1[CH2:24][NH:23][CH2:22]1)([CH3:17])([CH3:16])[CH3:15].CCN(C(C)C)C(C)C.CN(C(ON1N=NC2C=CC=CC1=2)=[N+](C)C)C.F[P-](F)(F)(F)(F)F. Given the product [C:14]([C:18]1[CH:28]=[CH:27][CH:26]=[CH:25][C:19]=1[O:20][CH:21]1[CH2:22][N:23]([C:10]([C:2]2[N:1]=[C:5]3[CH:6]=[CH:7][CH:8]=[CH:9][N:4]3[CH:3]=2)=[O:12])[CH2:24]1)([CH3:17])([CH3:15])[CH3:16], predict the reactants needed to synthesize it. (4) Given the product [CH2:26]([N:18]1[C:7]2[S:6][CH:5]=[CH:4][C:3]=2[C:1]([NH2:2])=[N:19]1)[CH3:27], predict the reactants needed to synthesize it. The reactants are: [C:1]([C:3]1[CH:4]=[C:5](C(OCC)=O)[S:6][C:7]=1S(C)(=O)=O)#[N:2].O.[NH2:18][NH2:19].Cl.C(=O)([O-])O.[Na+].[CH2:26](O)[CH3:27].